From a dataset of Catalyst prediction with 721,799 reactions and 888 catalyst types from USPTO. Predict which catalyst facilitates the given reaction. (1) Reactant: [F:1][C:2]([F:32])([F:31])[C:3]1[CH:8]=[CH:7][C:6]([C:9]2[C:10]([C:15]([NH:17][C:18]3[CH:27]=[C:26]4[C:21]([CH:22]=[C:23]([C:28]([OH:30])=O)[CH:24]=[N:25]4)=[CH:20][CH:19]=3)=[O:16])=[CH:11][CH:12]=[CH:13][CH:14]=2)=[CH:5][CH:4]=1.[NH:33]1[CH2:37][CH2:36][CH2:35][CH2:34]1.Cl.CN(C)CCCN=C=NCC.ON1C2C=CC=CC=2N=N1.C(N(CC)CC)C. Product: [N:33]1([C:28]([C:23]2[CH:24]=[N:25][C:26]3[C:21]([CH:22]=2)=[CH:20][CH:19]=[C:18]([NH:17][C:15]([C:10]2[C:9]([C:6]4[CH:7]=[CH:8][C:3]([C:2]([F:1])([F:32])[F:31])=[CH:4][CH:5]=4)=[CH:14][CH:13]=[CH:12][CH:11]=2)=[O:16])[CH:27]=3)=[O:30])[CH2:37][CH2:36][CH2:35][CH2:34]1. The catalyst class is: 4. (2) Reactant: [F:1][C:2]1[CH:25]=[CH:24][C:5]([CH2:6][NH:7][C:8]([C:10]2C(OC)=[C:18]3[C:13]([CH:14]=[CH:15][CH:16]=[N:17]3)=[C:12]([NH:22][CH3:23])[N:11]=2)=[O:9])=[CH:4][CH:3]=1.[CH:26]([N:29]([CH:32](C)C)[CH2:30]C)(C)C.ClC(Cl)(O[C:39](=O)[O:40][C:41](Cl)(Cl)Cl)Cl.CNC.C1C[O:53]CC1. Product: [CH3:26][N:29]([CH3:32])[C:30]([N:22]([CH3:23])[C:12]1[N:11]=[C:10]([C:8]([NH:7][CH2:6][C:5]2[CH:4]=[CH:3][C:2]([F:1])=[CH:25][CH:24]=2)=[O:9])[C:39]([O:40][CH3:41])=[C:18]2[C:13]=1[CH:14]=[CH:15][CH:16]=[N:17]2)=[O:53]. The catalyst class is: 2. (3) Reactant: [F:1][C:2]1[CH:3]=[C:4]([CH:20]=[C:21]([F:23])[CH:22]=1)[CH2:5][C@H:6]([NH:12][C:13](=[O:19])[O:14][C:15]([CH3:18])([CH3:17])[CH3:16])[C@H:7]([OH:11])[CH2:8][CH:9]=[CH2:10].[NH+]1C=C[CH:27]=[CH:26][CH:25]=1.COC(OC)(C)C. Product: [CH2:8]([C@H:7]1[O:11][C:26]([CH3:27])([CH3:25])[N:12]([C:13]([O:14][C:15]([CH3:16])([CH3:17])[CH3:18])=[O:19])[C@H:6]1[CH2:5][C:4]1[CH:3]=[C:2]([F:1])[CH:22]=[C:21]([F:23])[CH:20]=1)[CH:9]=[CH2:10]. The catalyst class is: 22.